This data is from Forward reaction prediction with 1.9M reactions from USPTO patents (1976-2016). The task is: Predict the product of the given reaction. (1) Given the reactants [CH3:1][O:2][C:3]([C:5]1[NH:6][C:7]2[C:12]([C:13]=1[Cl:14])=[C:11]([F:15])[CH:10]=[CH:9][CH:8]=2)=[O:4].CN(C)C=O.[C:21]([O:25][C:26]([NH:28][CH2:29][C:30]1[CH:35]=[CH:34][C:33](B(O)O)=[CH:32][CH:31]=1)=[O:27])([CH3:24])([CH3:23])[CH3:22].C(N(CC)C(C)C)(C)C, predict the reaction product. The product is: [CH3:1][O:2][C:3]([C:5]1[N:6]([C:33]2[CH:32]=[CH:31][C:30]([CH2:29][NH:28][C:26]([O:25][C:21]([CH3:24])([CH3:23])[CH3:22])=[O:27])=[CH:35][CH:34]=2)[C:7]2[C:12]([C:13]=1[Cl:14])=[C:11]([F:15])[CH:10]=[CH:9][CH:8]=2)=[O:4]. (2) Given the reactants Cl[S:2]([C:5]1[CH:14]=[CH:13][C:8]([C:9]([O:11][CH3:12])=[O:10])=[CH:7][CH:6]=1)(=[O:4])=[O:3].[CH3:15][N:16]1[C:20]2[CH:21]=[CH:22][C:23]([CH2:25][NH2:26])=[CH:24][C:19]=2[N:18]=[N:17]1, predict the reaction product. The product is: [CH3:15][N:16]1[C:20]2[CH:21]=[CH:22][C:23]([CH2:25][NH:26][S:2]([C:5]3[CH:14]=[CH:13][C:8]([C:9]([O:11][CH3:12])=[O:10])=[CH:7][CH:6]=3)(=[O:4])=[O:3])=[CH:24][C:19]=2[N:18]=[N:17]1. (3) The product is: [F:15][C:12]([F:13])([F:14])[S:9]([NH:30][C:27]1[CH:28]=[CH:29][C:24]([C:21]2[CH:22]=[CH:23][C:18]([C:17]([F:16])([F:31])[F:32])=[CH:19][CH:20]=2)=[CH:25][CH:26]=1)(=[O:10])=[O:11]. Given the reactants [S:9](O[S:9]([C:12]([F:15])([F:14])[F:13])(=[O:11])=[O:10])([C:12]([F:15])([F:14])[F:13])(=[O:11])=[O:10].[F:16][C:17]([F:32])([F:31])[C:18]1[CH:23]=[CH:22][C:21]([C:24]2[CH:29]=[CH:28][C:27]([NH2:30])=[CH:26][CH:25]=2)=[CH:20][CH:19]=1, predict the reaction product. (4) Given the reactants [O:1]=[C:2]1[C@@H:8]([NH:9]C(=O)OCC2C=CC=CC=2)[CH2:7][CH2:6][S:5][C@H:4]2[CH2:20][CH2:21][C@H:22]([C:24]([F:27])([F:26])[F:25])[CH2:23][N:3]12.I[Si](C)(C)C, predict the reaction product. The product is: [NH2:9][C@H:8]1[CH2:7][CH2:6][S:5][C@H:4]2[CH2:20][CH2:21][C@H:22]([C:24]([F:26])([F:25])[F:27])[CH2:23][N:3]2[C:2]1=[O:1].